From a dataset of Peptide-MHC class I binding affinity with 185,985 pairs from IEDB/IMGT. Regression. Given a peptide amino acid sequence and an MHC pseudo amino acid sequence, predict their binding affinity value. This is MHC class I binding data. (1) The peptide sequence is FVADRLISEL. The MHC is HLA-A02:01 with pseudo-sequence HLA-A02:01. The binding affinity (normalized) is 0.303. (2) The peptide sequence is FTARIIIFS. The MHC is HLA-A26:01 with pseudo-sequence HLA-A26:01. The binding affinity (normalized) is 0.0847. (3) The peptide sequence is EMADYIFFV. The MHC is HLA-A31:01 with pseudo-sequence HLA-A31:01. The binding affinity (normalized) is 0.298.